Dataset: Full USPTO retrosynthesis dataset with 1.9M reactions from patents (1976-2016). Task: Predict the reactants needed to synthesize the given product. Given the product [Cl:1][C:2]1[C:3]([O:12][C:13]2[CH:18]=[C:17]([O:19][CH2:20][CH2:21][O:22][CH3:23])[CH:16]=[CH:15][C:14]=2[CH2:24][CH2:25][CH2:26][NH:27][C:38]([NH:37][S:34]([C:28]2[CH:29]=[CH:30][CH:31]=[CH:32][CH:33]=2)(=[O:36])=[O:35])=[O:39])=[N:4][CH:5]=[C:6]([C:8]([F:9])([F:11])[F:10])[CH:7]=1, predict the reactants needed to synthesize it. The reactants are: [Cl:1][C:2]1[C:3]([O:12][C:13]2[CH:18]=[C:17]([O:19][CH2:20][CH2:21][O:22][CH3:23])[CH:16]=[CH:15][C:14]=2[CH2:24][CH2:25][CH2:26][NH2:27])=[N:4][CH:5]=[C:6]([C:8]([F:11])([F:10])[F:9])[CH:7]=1.[C:28]1([S:34]([N:37]=[C:38]=[O:39])(=[O:36])=[O:35])[CH:33]=[CH:32][CH:31]=[CH:30][CH:29]=1.